Dataset: Reaction yield outcomes from USPTO patents with 853,638 reactions. Task: Predict the reaction yield, written as a fraction of the theoretical maximum amount of product (1.0 means a 100% yield; for example, 0.34 means a 34% yield). (1) The reactants are [F:1][C:2]([F:13])([F:12])[C:3]1[CH:11]=[CH:10][CH:9]=[C:8]2[C:4]=1[CH:5]=[CH:6][NH:7]2.C([BH3-])#N.[Na+].O.[OH-].[Na+]. The catalyst is C(O)(=O)C. The product is [F:13][C:2]([F:1])([F:12])[C:3]1[CH:11]=[CH:10][CH:9]=[C:8]2[C:4]=1[CH2:5][CH2:6][NH:7]2. The yield is 0.760. (2) The reactants are Br[C:2]1[CH:3]=[C:4]([NH:9][S:10]([CH3:13])(=[O:12])=[O:11])[C:5]([CH3:8])=[N:6][CH:7]=1.[N:14]1[C:23]2[C:18](=[CH:19][C:20](B(O)O)=[CH:21][CH:22]=2)[CH:17]=[CH:16][CH:15]=1.C(=O)([O-])[O-].[K+].[K+]. The catalyst is O1CCOCC1.C1C=CC(P(C2C=CC=CC=2)[C-]2C=CC=C2)=CC=1.C1C=CC(P(C2C=CC=CC=2)[C-]2C=CC=C2)=CC=1.Cl[Pd]Cl.[Fe+2]. The product is [CH3:8][C:5]1[C:4]([NH:9][S:10]([CH3:13])(=[O:12])=[O:11])=[CH:3][C:2]([C:20]2[CH:19]=[C:18]3[C:23](=[CH:22][CH:21]=2)[N:14]=[CH:15][CH:16]=[CH:17]3)=[CH:7][N:6]=1. The yield is 0.160. (3) The reactants are Br[C:2]1[CH:7]=[C:6](OC)[CH:5]=[C:4]([Br:10])[CH:3]=1.CN([CH:14]=[O:15])C.[Cl-].[NH4+].C[CH2:19][O:20]CC. No catalyst specified. The product is [Br:10][C:4]1([CH:3]=[CH:2][CH:7]=[C:6]([CH:14]=[O:15])[CH2:5]1)[CH:19]=[O:20]. The yield is 0.980.